Task: Predict the reactants needed to synthesize the given product.. Dataset: Full USPTO retrosynthesis dataset with 1.9M reactions from patents (1976-2016) (1) Given the product [OH:53][C@H:37]1[CH2:36][CH2:35][C@@:34]2([CH3:33])[C@@H:39]([CH2:40][CH2:41][C@@H:42]3[C@@H:43]2[CH2:44][CH2:45][C@@:46]2([CH3:52])[C@H:47]3[CH2:48][CH2:49][C:50]2=[O:51])[CH2:38]1.[N+:1]([C:4]1[CH:16]=[C:15]([N+:17]([O-:19])=[O:18])[C:14]2[C:13]3[C:8](=[CH:9][CH:10]=[C:11]([N+:23]([O-:25])=[O:24])[C:12]=3[N+:20]([O-:22])=[O:21])[C:7](=[N:26][O:27][CH:28]([CH3:32])[C:29]([O-:31])=[O:30])[C:6]=2[CH:5]=1)([O-:3])=[O:2], predict the reactants needed to synthesize it. The reactants are: [N+:1]([C:4]1[CH:16]=[C:15]([N+:17]([O-:19])=[O:18])[C:14]2[C:13]3[C:8](=[CH:9][CH:10]=[C:11]([N+:23]([O-:25])=[O:24])[C:12]=3[N+:20]([O-:22])=[O:21])[C:7](=[N:26][O:27][CH:28]([CH3:32])[C:29]([OH:31])=[O:30])[C:6]=2[CH:5]=1)([O-:3])=[O:2].[CH3:33][C@@:34]12[C@H:43]3[CH2:44][CH2:45][C@:46]4([CH3:52])[C:50](=[O:51])[CH2:49][CH2:48][C@H:47]4[C@@H:42]3[CH2:41][CH2:40][C@H:39]1[CH2:38][C@@H:37]([OH:53])[CH2:36][CH2:35]2.C1CCC(N=C=NC2CCCCC2)CC1.C1COCC1. (2) Given the product [Cl:1][C:2]1[CH:7]=[C:6]([NH:8][CH2:9][CH2:10][C:11]2[CH:16]=[CH:15][C:14]([Cl:17])=[CH:13][C:12]=2[Cl:18])[N:5]=[C:4]([CH2:19][OH:20])[N:3]=1, predict the reactants needed to synthesize it. The reactants are: [Cl:1][C:2]1[CH:7]=[C:6]([NH:8][CH2:9][CH2:10][C:11]2[CH:16]=[CH:15][C:14]([Cl:17])=[CH:13][C:12]=2[Cl:18])[N:5]=[C:4]([CH:19]=[O:20])[N:3]=1.[BH4-].[Na+].O. (3) The reactants are: C[O:2][C:3]([C:5]1([CH2:12][NH2:13])[C:7]2([CH2:11][CH2:10][CH2:9][CH2:8]2)[CH2:6]1)=[O:4].O[Li].O. Given the product [NH2:13][CH2:12][C:5]1([C:3]([OH:4])=[O:2])[C:7]2([CH2:11][CH2:10][CH2:9][CH2:8]2)[CH2:6]1, predict the reactants needed to synthesize it. (4) Given the product [C:20]([O:23][C:24](=[O:25])[NH:8][C:2]1[CH:3]=[CH:4][CH:5]=[C:6]([NH2:7])[N:1]=1)([CH3:22])([CH3:21])[CH3:19], predict the reactants needed to synthesize it. The reactants are: [N:1]1[C:6]([NH2:7])=[CH:5][CH:4]=[CH:3][C:2]=1[NH2:8].[Li+].C[Si]([N-][Si](C)(C)C)(C)C.[CH3:19][C:20]([O:23][C:24](O[C:24]([O:23][C:20]([CH3:22])([CH3:21])[CH3:19])=[O:25])=[O:25])([CH3:22])[CH3:21]. (5) Given the product [CH3:19][N:20]([CH2:22][C:6]1[N:5]([C:7]2[CH:14]=[CH:13][C:12]([C:15]([F:18])([F:16])[F:17])=[CH:11][C:8]=2[C:9]#[N:10])[CH:4]=[N:3][C:2]=1[CH3:1])[CH3:21], predict the reactants needed to synthesize it. The reactants are: [CH3:1][C:2]1[N:3]=[CH:4][N:5]([C:7]2[CH:14]=[CH:13][C:12]([C:15]([F:18])([F:17])[F:16])=[CH:11][C:8]=2[C:9]#[N:10])[CH:6]=1.[CH3:19][N+:20]([CH3:22])=[CH2:21].[I-].